Task: Predict the product of the given reaction.. Dataset: Forward reaction prediction with 1.9M reactions from USPTO patents (1976-2016) (1) The product is: [Br:1][C:2]1[CH:3]=[CH:4][C:5]([N:10]([CH3:11])[CH3:9])=[N:6][CH:7]=1. Given the reactants [Br:1][C:2]1[CH:3]=[CH:4][C:5](Cl)=[N:6][CH:7]=1.[CH3:9][NH:10][CH3:11], predict the reaction product. (2) Given the reactants [NH2:1][C:2]1[CH:10]=[CH:9][C:8]([I:11])=[CH:7][C:3]=1[C:4](O)=[O:5].[CH3:12][NH2:13], predict the reaction product. The product is: [NH2:1][C:2]1[CH:10]=[CH:9][C:8]([I:11])=[CH:7][C:3]=1[C:4]([NH:13][CH3:12])=[O:5]. (3) Given the reactants [CH2:1]([NH2:4])[CH2:2][NH2:3].[C:5]([O:9][C:10](O[C:10]([O:9][C:5]([CH3:8])([CH3:7])[CH3:6])=[O:11])=[O:11])([CH3:8])([CH3:7])[CH3:6].C(N(CC)CC)C, predict the reaction product. The product is: [NH2:3][CH2:2][CH2:1][NH:4][C:10](=[O:11])[O:9][C:5]([CH3:8])([CH3:7])[CH3:6]. (4) Given the reactants Cl[C:2]1[N:3]=[N:4][C:5](Cl)=[N:6][N:7]=1.[Na].[NH2:10][C:11]1[NH:15][N:14]=[N:13][N:12]=1, predict the reaction product. The product is: [NH:12]1[C:11]([NH:10][C:2]2[N:3]=[N:4][C:5]([NH:10][C:11]3[NH:15][N:14]=[N:13][N:12]=3)=[N:6][N:7]=2)=[N:15][N:14]=[N:13]1. (5) Given the reactants C([NH:9][C:10](=[S:36])[NH:11][C:12]1[N:17]=[C:16]2[N:18]([CH2:30][CH3:31])[C:19]([C:21]([N:23]([CH:27]3[CH2:29][CH2:28]3)[CH:24]3[CH2:26][CH2:25]3)=[O:22])=[CH:20][C:15]2=[C:14]2[N:32]([CH3:35])[CH:33]=[N:34][C:13]=12)(=O)C1C=CC=CC=1.[OH-].[Na+], predict the reaction product. The product is: [CH:27]1([N:23]([CH:24]2[CH2:25][CH2:26]2)[C:21]([C:19]2[N:18]([CH2:30][CH3:31])[C:16]3=[N:17][C:12]([NH:11][C:10]([NH2:9])=[S:36])=[C:13]4[N:34]=[CH:33][N:32]([CH3:35])[C:14]4=[C:15]3[CH:20]=2)=[O:22])[CH2:28][CH2:29]1. (6) Given the reactants [Cl:1][C:2]1[CH:3]=[C:4](B(O)O)[CH:5]=[C:6]([F:8])[CH:7]=1.[NH2:12][C:13]1[O:14][CH2:15][C@@:16]2([N:32]=1)[C@H:29]1[C@@H:24]([CH2:25][CH2:26][C:27](=[O:30])[CH2:28]1)[O:23][C:22]1[C:17]2=[CH:18][C:19](Br)=[CH:20][CH:21]=1, predict the reaction product. The product is: [NH2:12][C:13]1[O:14][CH2:15][C@@:16]2([N:32]=1)[C@H:29]1[C@@H:24]([CH2:25][CH2:26][C:27](=[O:30])[CH2:28]1)[O:23][C:22]1[C:17]2=[CH:18][C:19]([C:4]2[CH:5]=[C:6]([F:8])[CH:7]=[C:2]([Cl:1])[CH:3]=2)=[CH:20][CH:21]=1.